From a dataset of Forward reaction prediction with 1.9M reactions from USPTO patents (1976-2016). Predict the product of the given reaction. (1) Given the reactants [NH:1]1[CH2:4][CH:3]([N:5]2[C:9]3=[N:10][CH:11]=[N:12][C:13]([NH2:14])=[C:8]3[C:7]([C:15]3[CH:20]=[CH:19][C:18]([O:21][C:22]4[CH:27]=[CH:26][CH:25]=[CH:24][CH:23]=4)=[CH:17][CH:16]=3)=[N:6]2)[CH2:2]1.[CH2:28]1[O:30][C@@H:29]1[CH2:31][OH:32], predict the reaction product. The product is: [NH2:14][C:13]1[N:12]=[CH:11][N:10]=[C:9]2[N:5]([CH:3]3[CH2:2][N:1]([CH2:28][C@H:29]([OH:30])[CH2:31][OH:32])[CH2:4]3)[N:6]=[C:7]([C:15]3[CH:16]=[CH:17][C:18]([O:21][C:22]4[CH:27]=[CH:26][CH:25]=[CH:24][CH:23]=4)=[CH:19][CH:20]=3)[C:8]=12. (2) Given the reactants [CH2:1]([O:8][C:9]([NH:11][CH2:12][C:13]1[O:14][C:15]([CH3:21])=[C:16]([C:18]([OH:20])=O)[N:17]=1)=[O:10])[C:2]1[CH:7]=[CH:6][CH:5]=[CH:4][CH:3]=1.C(N(CC)CC)C.ClC(OCC)=O.Cl.[CH3:36][NH:37][O:38][CH3:39], predict the reaction product. The product is: [CH2:1]([O:8][C:9](=[O:10])[NH:11][CH2:12][C:13]1[O:14][C:15]([CH3:21])=[C:16]([C:18](=[O:20])[N:37]([O:38][CH3:39])[CH3:36])[N:17]=1)[C:2]1[CH:3]=[CH:4][CH:5]=[CH:6][CH:7]=1. (3) Given the reactants [C:1]1([S:7](Cl)(=[O:9])=[O:8])[CH:6]=[CH:5][CH:4]=[CH:3][CH:2]=1.Cl.[CH3:12][O:13][C:14](=[O:23])[C:15]1[CH:20]=[CH:19][C:18]([CH2:21][NH2:22])=[CH:17][CH:16]=1, predict the reaction product. The product is: [CH3:12][O:13][C:14](=[O:23])[C:15]1[CH:20]=[CH:19][C:18]([CH2:21][NH:22][S:7]([C:1]2[CH:6]=[CH:5][CH:4]=[CH:3][CH:2]=2)(=[O:9])=[O:8])=[CH:17][CH:16]=1. (4) Given the reactants [C@H:1]12[NH:8][CH2:7][C@H:6]1[CH2:5][CH2:4][N:3]([C:9]([O:11][C:12]([CH3:15])([CH3:14])[CH3:13])=[O:10])[CH2:2]2.[CH3:16][C:17]1[CH:25]=[CH:24][C:20]([C:21](O)=[O:22])=[C:19]([N:26]2[CH:30]=[CH:29][N:28]=[N:27]2)[N:18]=1.F[P-](F)(F)(F)(F)F.N1(O[P+](N(C)C)(N(C)C)N(C)C)C2C=CC=CC=2N=N1.O, predict the reaction product. The product is: [CH3:16][C:17]1[CH:25]=[CH:24][C:20]([C:21]([N:8]2[C@H:1]3[C@H:6]([CH2:5][CH2:4][N:3]([C:9]([O:11][C:12]([CH3:15])([CH3:14])[CH3:13])=[O:10])[CH2:2]3)[CH2:7]2)=[O:22])=[C:19]([N:26]2[CH:30]=[CH:29][N:28]=[N:27]2)[N:18]=1. (5) Given the reactants [CH3:1][C:2]1([CH3:15])[O:11][C:10]2[C:5](=[CH:6][C:7]([C:12]#[N:13])=[CH:8][CH:9]=2)[C@@H:4]2[O:14][C@H:3]12.[Cl:16][C:17]1[CH:26]=[CH:25][C:20]2[NH:21][C:22]([SH:24])=[N:23][C:19]=2[CH:18]=1, predict the reaction product. The product is: [Cl:16][C:17]1[CH:26]=[CH:25][C:20]2[NH:21][C:22]([S:24][C@@H:4]3[C:5]4[C:10](=[CH:9][CH:8]=[C:7]([C:12]#[N:13])[CH:6]=4)[O:11][C:2]([CH3:15])([CH3:1])[C@@H:3]3[OH:14])=[N:23][C:19]=2[CH:18]=1. (6) Given the reactants [CH:1]1([CH2:4][O:5][C:6]2[CH:11]=[CH:10][CH:9]=[C:8]([F:12])[C:7]=2[F:13])[CH2:3][CH2:2]1.CCCCCC.C([Li])CCC.[C:25](=[O:27])=[O:26].C(=O)([O-])O.[Na+], predict the reaction product. The product is: [CH:1]1([CH2:4][O:5][C:6]2[CH:11]=[CH:10][C:9]([C:25]([OH:27])=[O:26])=[C:8]([F:12])[C:7]=2[F:13])[CH2:2][CH2:3]1. (7) Given the reactants [CH2:1]([P:3]([O-:8])[O:4][CH2:5][CH2:6][OH:7])[CH3:2].[CH3:9][C:10](=[CH2:13])[CH:11]=[O:12].[O-]CC.[Na+], predict the reaction product. The product is: [CH2:1]([P:3]([CH2:9][CH:10]([CH3:13])[CH:11]=[O:12])(=[O:8])[O:4][CH2:5][CH2:6][OH:7])[CH3:2]. (8) Given the reactants F[C:2]1[CH:23]=[CH:22][C:5]([CH2:6][N:7]2[C:11](=[O:12])[N:10]([C:13]3[S:17][C:16]([C:18]([OH:20])=O)=[C:15]([CH3:21])[CH:14]=3)[CH:9]=[N:8]2)=[CH:4][CH:3]=1.C(N1C(=O)N(C2SC(C(O)=O)=C(C)C=2)C=N1)C1C=CC=CC=1.[NH2:46][CH2:47][C:48]1[CH:49]=[N:50][CH:51]=[CH:52][CH:53]=1, predict the reaction product. The product is: [CH2:6]([N:7]1[C:11](=[O:12])[N:10]([C:13]2[S:17][C:16]([C:18]([NH:46][CH2:47][C:48]3[CH:49]=[N:50][CH:51]=[CH:52][CH:53]=3)=[O:20])=[C:15]([CH3:21])[CH:14]=2)[CH:9]=[N:8]1)[C:5]1[CH:4]=[CH:3][CH:2]=[CH:23][CH:22]=1.